This data is from Full USPTO retrosynthesis dataset with 1.9M reactions from patents (1976-2016). The task is: Predict the reactants needed to synthesize the given product. (1) The reactants are: [CH2:1](Br)[CH2:2][CH3:3].[Mg].[CH:6]([C:8]1[CH:17]=[CH:16][C:11]([C:12]([O:14][CH3:15])=[O:13])=[CH:10][CH:9]=1)=[O:7].CCOC(C)=O. Given the product [OH:7][CH:6]([C:8]1[CH:17]=[CH:16][C:11]([C:12]([O:14][CH3:15])=[O:13])=[CH:10][CH:9]=1)[CH2:1][CH2:2][CH3:3], predict the reactants needed to synthesize it. (2) The reactants are: [Br:1][C:2]1[C:3](Cl)=[N:4][CH:5]=[C:6]([CH:21]=1)[C:7]([NH:9][C:10]1[CH:15]=[CH:14][C:13]([O:16][C:17]([F:20])([F:19])[F:18])=[CH:12][CH:11]=1)=[O:8].[NH:23]1[CH2:28][CH2:27][O:26][CH2:25][CH2:24]1. Given the product [Br:1][C:2]1[C:3]([N:23]2[CH2:28][CH2:27][O:26][CH2:25][CH2:24]2)=[N:4][CH:5]=[C:6]([CH:21]=1)[C:7]([NH:9][C:10]1[CH:15]=[CH:14][C:13]([O:16][C:17]([F:20])([F:19])[F:18])=[CH:12][CH:11]=1)=[O:8], predict the reactants needed to synthesize it.